From a dataset of Reaction yield outcomes from USPTO patents with 853,638 reactions. Predict the reaction yield, written as a fraction of the theoretical maximum amount of product (1.0 means a 100% yield; for example, 0.34 means a 34% yield). (1) The catalyst is CS(C)=O.[Cu]. The yield is 0.450. The product is [F:26][C:20]([F:27])([C:13]1[CH:14]=[CH:15][CH:16]=[CH:17][C:12]=1[O:11][CH2:10][CH2:9][OH:8])[C:21]([O:23][CH2:24][CH3:25])=[O:22]. The reactants are C([Si]([O:8][CH2:9][CH2:10][O:11][C:12]1[CH:17]=[CH:16][CH:15]=[CH:14][C:13]=1I)(C)C)(C)(C)C.Br[C:20]([F:27])([F:26])[C:21]([O:23][CH2:24][CH3:25])=[O:22].[Cl-].[NH4+]. (2) The reactants are [CH3:1][C:2]1[C:3]([N+:10]([O-:12])=[O:11])=[C:4]([CH:7]=[CH:8][CH:9]=1)[CH2:5][OH:6].CC(OI1(OC(C)=O)(OC(C)=O)OC(=O)C2C=CC=CC1=2)=O. The catalyst is C(#N)C. The product is [CH3:1][C:2]1[C:3]([N+:10]([O-:12])=[O:11])=[C:4]([CH:7]=[CH:8][CH:9]=1)[CH:5]=[O:6]. The yield is 0.980. (3) The reactants are [NH2:1][C:2]1[NH:6][N:5]=[C:4]([CH3:7])[C:3]=1[C:8]1[S:9][C:10]2[CH:16]=[C:15]([S:17](Cl)(=[O:19])=[O:18])[C:14]([F:21])=[CH:13][C:11]=2[N:12]=1.FC1C=CC2SC(C3C(C)=NNC=3N)=NC=2C=1.[N:39]1[CH:44]=[CH:43][C:42]([CH2:45][NH2:46])=[CH:41][CH:40]=1.C(N(CC)CC)C. The catalyst is C(Cl)(Cl)Cl. The product is [N:39]1[CH:44]=[CH:43][C:42]([CH2:45][NH:46][S:17]([C:15]2[C:14]([F:21])=[CH:13][C:11]3[N:12]=[C:8]([C:3]4[C:4]([CH3:7])=[N:5][NH:6][C:2]=4[NH2:1])[S:9][C:10]=3[CH:16]=2)(=[O:19])=[O:18])=[CH:41][CH:40]=1. The yield is 0.240. (4) The reactants are [CH3:1][S:2]([O:5][C:6]1[CH:11]=[CH:10][C:9]([C:12]2([C:20]3[CH:25]=[CH:24][C:23]([F:26])=[C:22](/[CH:27]=[CH:28]/[CH:29]4[CH2:31][CH2:30]4)[CH:21]=3)[C:16](=[O:17])[N:15]([CH3:18])[C:14]([NH2:19])=[N:13]2)=[CH:8][CH:7]=1)(=[O:4])=[O:3]. The catalyst is [Pd].C(OCC)(=O)C. The product is [CH3:1][S:2]([O:5][C:6]1[CH:7]=[CH:8][C:9]([C:12]2([C:20]3[CH:25]=[CH:24][C:23]([F:26])=[C:22]([CH2:27][CH2:28][CH:29]4[CH2:31][CH2:30]4)[CH:21]=3)[C:16](=[O:17])[N:15]([CH3:18])[C:14]([NH2:19])=[N:13]2)=[CH:10][CH:11]=1)(=[O:3])=[O:4]. The yield is 0.420. (5) The reactants are [S:1]1[CH:5]=[CH:4][CH:3]=[CH:2]1.C1COCC1.C([Li])CCC.Br[CH2:17][CH2:18][CH2:19][CH2:20][CH2:21][CH2:22][CH2:23][CH2:24][CH2:25][CH3:26]. The catalyst is CCCCCC.O. The product is [CH2:17]([C:2]1[S:1][CH:5]=[CH:4][CH:3]=1)[CH2:18][CH2:19][CH2:20][CH2:21][CH2:22][CH2:23][CH2:24][CH2:25][CH3:26]. The yield is 0.966. (6) The reactants are [C:1]([O:5][C:6](=[O:34])[C@@H:7]([NH:13][C:14]([NH:16][C@@H:17]([CH2:25][CH2:26][C:27]([O:29][C:30]([CH3:33])([CH3:32])[CH3:31])=[O:28])[C:18]([O:20][C:21]([CH3:24])([CH3:23])[CH3:22])=[O:19])=[O:15])[CH2:8][CH2:9][C:10]([OH:12])=[O:11])([CH3:4])([CH3:3])[CH3:2].[CH2:35]1[C:40](=[O:41])[N:39](OC(O[N:39]2[C:40](=[O:41])[CH2:35][CH2:36][C:37]2=[O:38])=O)[C:37](=[O:38])[CH2:36]1.N1C=CC=CC=1. The yield is 0.970. The catalyst is CC#N. The product is [C:1]([O:5][C:6](=[O:34])[C@@H:7]([NH:13][C:14](=[O:15])[NH:16][C@@H:17]([CH2:25][CH2:26][C:27]([O:29][C:30]([CH3:33])([CH3:32])[CH3:31])=[O:28])[C:18]([O:20][C:21]([CH3:22])([CH3:23])[CH3:24])=[O:19])[CH2:8][CH2:9][C:10]([O:12][N:39]1[C:40](=[O:41])[CH2:35][CH2:36][C:37]1=[O:38])=[O:11])([CH3:2])([CH3:3])[CH3:4].